Dataset: Reaction yield outcomes from USPTO patents with 853,638 reactions. Task: Predict the reaction yield, written as a fraction of the theoretical maximum amount of product (1.0 means a 100% yield; for example, 0.34 means a 34% yield). (1) The reactants are [NH2:1][C:2]1[CH:7]=[C:6]([O:8][CH3:9])[N:5]=[CH:4][N:3]=1.N1C=CC=CC=1.[Cl:16][C:17]1[CH:22]=[C:21]([O:23][C:24]2[C:25]3[N:32]([CH3:33])[CH:31]=[CH:30][C:26]=3[N:27]=[CH:28][N:29]=2)[CH:20]=[CH:19][C:18]=1[NH:34][C:35](=O)[O:36]C1C=CC=CC=1. The catalyst is CN1CCCC1=O. The product is [Cl:16][C:17]1[CH:22]=[C:21]([O:23][C:24]2[C:25]3[N:32]([CH3:33])[CH:31]=[CH:30][C:26]=3[N:27]=[CH:28][N:29]=2)[CH:20]=[CH:19][C:18]=1[NH:34][C:35]([NH:1][C:2]1[CH:7]=[C:6]([O:8][CH3:9])[N:5]=[CH:4][N:3]=1)=[O:36]. The yield is 0.120. (2) The yield is 0.530. The product is [Cl:11][C:12]1[C:13]2[N:14]([C:2]([CH2:5][CH:6]3[CH2:10][CH2:9][CH2:24][O:27]3)=[CH:3][C:18]=2[C:19]([O:21][CH2:22][CH3:23])=[O:20])[CH:15]=[CH:16][CH:17]=1. The reactants are Br[CH:2]([CH2:5][CH:6]1[CH2:10][CH2:9]OC1)[CH:3]=O.[Cl:11][C:12]1[C:13]([CH2:18][C:19]([O:21][CH2:22][CH3:23])=[O:20])=[N:14][CH:15]=[CH:16][CH:17]=1.[C:24]([O-:27])(O)=O.[Na+]. No catalyst specified. (3) The reactants are Br.[Br:2][C:3]1[CH:4]=[C:5]([CH:11]([F:13])[F:12])[C:6]([O:9]C)=[N:7][CH:8]=1. No catalyst specified. The product is [Br:2][C:3]1[CH:4]=[C:5]([CH:11]([F:13])[F:12])[C:6](=[O:9])[NH:7][CH:8]=1. The yield is 0.950.